Dataset: Reaction yield outcomes from USPTO patents with 853,638 reactions. Task: Predict the reaction yield, written as a fraction of the theoretical maximum amount of product (1.0 means a 100% yield; for example, 0.34 means a 34% yield). (1) The reactants are Cl.[CH3:2][O:3][NH:4][CH3:5].[C:6]([O:10][C:11]([C:13]1[CH:18]=[CH:17][C:16]([CH2:19][C:20]([OH:22])=O)=[CH:15][CH:14]=1)=[O:12])([CH3:9])([CH3:8])[CH3:7].Cl.C(N=C=NCCCN(C)C)C.ON1C2C=CC=CC=2N=N1. The catalyst is CN(C)C=O.C(OCC)(=O)C.C(N(CC)CC)C. The product is [CH3:2][O:3][N:4]([CH3:5])[C:20](=[O:22])[CH2:19][C:16]1[CH:15]=[CH:14][C:13]([C:11]([O:10][C:6]([CH3:7])([CH3:8])[CH3:9])=[O:12])=[CH:18][CH:17]=1. The yield is 0.800. (2) The reactants are [O:1]=[C:2]1[C@@H:6]2[CH2:7][N:8]([C@@H:10]([C:12]3[CH:17]=[CH:16][CH:15]=[CH:14][CH:13]=3)[CH3:11])[CH2:9][C@@H:5]2[CH2:4][N:3]1C(OC(C)(C)C)=O.FC(F)(F)C(O)=O. The catalyst is C(Cl)Cl. The product is [C:12]1([C@H:10]([N:8]2[CH2:9][C@@H:5]3[CH2:4][NH:3][C:2](=[O:1])[C@@H:6]3[CH2:7]2)[CH3:11])[CH:17]=[CH:16][CH:15]=[CH:14][CH:13]=1. The yield is 0.990. (3) The reactants are [CH3:1][O:2][C:3](=[O:34])[CH:4]([C:9]1[CH:10]=[C:11]([C:23]2[CH:28]=[C:27]([C:29]([F:32])([F:31])[F:30])[CH:26]=[C:25]([F:33])[CH:24]=2)[CH:12]=[C:13](OS(C(F)(F)F)(=O)=O)[CH:14]=1)[CH2:5][CH:6]([CH3:8])[CH3:7].[F:35][C:36]([F:49])([F:48])[C:37]1[CH:38]=[C:39]([CH:41]=[C:42]([C:44]([F:47])([F:46])[F:45])[CH:43]=1)[NH2:40]. No catalyst specified. The product is [CH3:1][O:2][C:3](=[O:34])[CH:4]([C:9]1[CH:10]=[C:11]([C:23]2[CH:24]=[C:25]([F:33])[CH:26]=[C:27]([C:29]([F:31])([F:30])[F:32])[CH:28]=2)[CH:12]=[C:13]([NH:40][C:39]2[CH:41]=[C:42]([C:44]([F:45])([F:46])[F:47])[CH:43]=[C:37]([C:36]([F:35])([F:48])[F:49])[CH:38]=2)[CH:14]=1)[CH2:5][CH:6]([CH3:8])[CH3:7]. The yield is 0.970. (4) The reactants are [CH3:1][C:2]1[CH:9]=[C:8]([CH3:10])[CH:7]=[C:6]([CH3:11])[C:3]=1[CH:4]=[O:5].C(O[CH2:16][CH:17]=[CH2:18])(=O)C.O.CCN(CC)CC.CC1C(C)=C(C)C(C)=C(C)C=1C. The catalyst is O1CCOCC1. The product is [C:2]1([CH3:1])[CH:9]=[C:8]([CH3:10])[CH:7]=[C:6]([CH3:11])[C:3]=1[CH:4]([OH:5])[CH2:18][CH:17]=[CH2:16]. The yield is 0.780. (5) The reactants are [NH2:1][CH2:2][CH2:3][NH:4][C:5](=[O:7])[CH3:6].[Br:8][C:9]1[CH:10]=[C:11]([CH:27]=[CH:28][CH:29]=1)[CH2:12][C:13]1[C:14]([CH3:26])=[N:15][C:16]2[N:17]([N:20]=[CH:21][C:22]=2[C:23](O)=[O:24])[C:18]=1[CH3:19]. No catalyst specified. The product is [C:5]([NH:4][CH2:3][CH2:2][NH:1][C:23]([C:22]1[CH:21]=[N:20][N:17]2[C:18]([CH3:19])=[C:13]([CH2:12][C:11]3[CH:27]=[CH:28][CH:29]=[C:9]([Br:8])[CH:10]=3)[C:14]([CH3:26])=[N:15][C:16]=12)=[O:24])(=[O:7])[CH3:6]. The yield is 0.400. (6) The reactants are Br[C:2]1[CH:3]=[CH:4][C:5](=[O:23])[N:6]([CH2:8][CH2:9][O:10][C:11]2[C:20]3[C:15](=[CH:16][C:17]([O:21][CH3:22])=[CH:18][CH:19]=3)[N:14]=[CH:13][CH:12]=2)[CH:7]=1.C(N(CC)CC)C.[CH2:31]([NH:34][C:35](=[O:42])[CH2:36][N:37]1[CH2:41][CH2:40][CH2:39][CH2:38]1)[C:32]#[CH:33]. The catalyst is Cl[Pd](Cl)([P](C1C=CC=CC=1)(C1C=CC=CC=1)C1C=CC=CC=1)[P](C1C=CC=CC=1)(C1C=CC=CC=1)C1C=CC=CC=1.[Cu]I. The product is [CH3:22][O:21][C:17]1[CH:16]=[C:15]2[C:20]([C:11]([O:10][CH2:9][CH2:8][N:6]3[C:5](=[O:23])[CH:4]=[CH:3][C:2]([C:33]#[C:32][CH2:31][NH:34][C:35](=[O:42])[CH2:36][N:37]4[CH2:41][CH2:40][CH2:39][CH2:38]4)=[CH:7]3)=[CH:12][CH:13]=[N:14]2)=[CH:19][CH:18]=1. The yield is 0.240.